From a dataset of Forward reaction prediction with 1.9M reactions from USPTO patents (1976-2016). Predict the product of the given reaction. (1) Given the reactants [C:1]([C:3]1[N:4]=[CH:5][N:6]2[C:15]=1[C@@H:14]([CH2:16][CH3:17])[N:13]([CH:18]([CH3:20])[CH3:19])[C:12]1[N:11]=[C:10]([NH:21][C:22]3[CH:30]=[CH:29][C:25]([C:26]([OH:28])=O)=[CH:24][C:23]=3[O:31][CH3:32])[N:9]=[CH:8][C:7]2=1)#[N:2].Cl.[CH:34]1([CH2:37][N:38]2[CH2:43][CH2:42][CH:41]([N:44]3[CH2:49][CH2:48][CH:47]([NH2:50])[CH2:46][CH2:45]3)[CH2:40][CH2:39]2)[CH2:36][CH2:35]1, predict the reaction product. The product is: [C:1]([C:3]1[N:4]=[CH:5][N:6]2[C:15]=1[C@@H:14]([CH2:16][CH3:17])[N:13]([CH:18]([CH3:19])[CH3:20])[C:12]1[N:11]=[C:10]([NH:21][C:22]3[CH:30]=[CH:29][C:25]([C:26]([NH:50][CH:47]4[CH2:46][CH2:45][N:44]([CH:41]5[CH2:42][CH2:43][N:38]([CH2:37][CH:34]6[CH2:35][CH2:36]6)[CH2:39][CH2:40]5)[CH2:49][CH2:48]4)=[O:28])=[CH:24][C:23]=3[O:31][CH3:32])[N:9]=[CH:8][C:7]2=1)#[N:2]. (2) The product is: [CH:1]1([C:6]2[CH:18]=[CH:17][C:9]([C:10]([OH:12])=[O:11])=[C:8]([NH:19][C:20]3[CH:25]=[CH:24][C:23]([F:26])=[CH:22][CH:21]=3)[CH:7]=2)[CH2:5][CH2:4][CH:3]=[CH:2]1. Given the reactants [CH:1]1([C:6]2[CH:18]=[CH:17][C:9]([C:10]([O:12]C(C)(C)C)=[O:11])=[C:8]([NH:19][C:20]3[CH:25]=[CH:24][C:23]([F:26])=[CH:22][CH:21]=3)[CH:7]=2)[CH2:5][CH2:4][CH:3]=[CH:2]1, predict the reaction product. (3) Given the reactants [Cl:1][C:2]1[CH:3]=[CH:4][C:5]2[CH:6]=[C:7]3[CH2:14][NH:13][CH2:12][C@@H:11]([CH3:15])[N:8]3[C:9]=2[CH:10]=1.[BH4-].[Na+].[OH-].[Na+], predict the reaction product. The product is: [Cl:1][C:2]1[CH:3]=[CH:4][C:5]2[CH2:6][C@@H:7]3[CH2:14][NH:13][CH2:12][C@@H:11]([CH3:15])[N:8]3[C:9]=2[CH:10]=1.[Cl:1][C:2]1[CH:3]=[CH:4][C:5]2[CH2:6][C@H:7]3[CH2:14][NH:13][CH2:12][C@@H:11]([CH3:15])[N:8]3[C:9]=2[CH:10]=1. (4) Given the reactants Cl.[NH2:2][OH:3].O(C)[Na].[N:7]1[CH:12]=[CH:11][CH:10]=[C:9]([CH2:13][C:14]#[N:15])[CH:8]=1, predict the reaction product. The product is: [OH:3]/[N:2]=[C:14](\[NH2:15])/[CH2:13][C:9]1[CH:8]=[N:7][CH:12]=[CH:11][CH:10]=1. (5) The product is: [O:19]=[C:14]1[CH2:15][CH2:16][C:17](=[O:18])[N:13]1[O:10][C:9](=[O:11])[C@@H:4]([NH:3][CH:1]=[O:2])[CH2:5][CH2:6][S:7][CH3:8]. Given the reactants [CH:1]([NH:3][C@H:4]([C:9]([OH:11])=[O:10])[CH2:5][CH2:6][S:7][CH3:8])=[O:2].O[N:13]1[C:17](=[O:18])[CH2:16][CH2:15][C:14]1=[O:19], predict the reaction product. (6) Given the reactants [NH2:1][C:2]1[C:3]2[C:13]([O:14][CH2:15][CH2:16][CH2:17][CH2:18][CH2:19][CH2:20][NH:21]C(=O)OC(C)(C)C)=[CH:12][CH:11]=[CH:10][C:4]=2[NH:5][S:6](=[O:9])(=[O:8])[N:7]=1.[ClH:29], predict the reaction product. The product is: [Cl-:29].[NH2:1][C:2]1[C:3]2[C:13]([O:14][CH2:15][CH2:16][CH2:17][CH2:18][CH2:19][CH2:20][NH3+:21])=[CH:12][CH:11]=[CH:10][C:4]=2[NH:5][S:6](=[O:9])(=[O:8])[N:7]=1. (7) Given the reactants [Cl:1][C:2]1[CH:7]=[C:6]([F:8])[CH:5]=[CH:4][C:3]=1[CH:9]1[C:14]([C:15]([O:17][CH2:18][CH3:19])=[O:16])=[C:13]([CH3:20])[NH:12][C:11]([C:21]2[CH:26]=[N:25][CH:24]=[CH:23][N:22]=2)=[N:10]1.C1C(=O)N([Br:34])C(=O)C1, predict the reaction product. The product is: [Br:34][CH2:20][C:13]1[NH:12][C:11]([C:21]2[CH:26]=[N:25][CH:24]=[CH:23][N:22]=2)=[N:10][CH:9]([C:3]2[CH:4]=[CH:5][C:6]([F:8])=[CH:7][C:2]=2[Cl:1])[C:14]=1[C:15]([O:17][CH2:18][CH3:19])=[O:16].